Dataset: Catalyst prediction with 721,799 reactions and 888 catalyst types from USPTO. Task: Predict which catalyst facilitates the given reaction. (1) Reactant: [C:1]([O:5][C:6](=[O:13])[CH2:7][NH:8][C:9](=[O:12])[CH2:10]Br)([CH3:4])([CH3:3])[CH3:2].[NH:14]1[CH2:25][CH2:24][NH:23][CH2:22][CH2:21][NH:20][CH2:19][CH2:18][NH:17][CH2:16][CH2:15]1. Product: [C:1]([O:5][C:6]([CH2:7][NH:8][C:9](=[O:12])[CH2:10][N:14]1[CH2:25][CH2:24][NH:23][CH2:22][CH2:21][N:20]([CH2:10][C:9](=[O:12])[NH:8][CH2:7][C:6]([O:5][C:1]([CH3:4])([CH3:2])[CH3:3])=[O:13])[CH2:19][CH2:18][N:17]([CH2:10][C:9](=[O:12])[NH:8][CH2:7][C:6]([O:5][C:1]([CH3:4])([CH3:3])[CH3:2])=[O:13])[CH2:16][CH2:15]1)=[O:13])([CH3:4])([CH3:3])[CH3:2]. The catalyst class is: 10. (2) Reactant: C[O:2][C:3](=O)[CH2:4][O:5][C:6]1[C:11]([N+:12]([O-])=O)=[C:10](Cl)[N:9]=[CH:8][N:7]=1.[Sn](Cl)(Cl)(Cl)Cl.[OH-].[Na+]. Product: [N:7]1[C:6]2[O:5][CH2:4][C:3](=[O:2])[NH:12][C:11]=2[CH:10]=[N:9][CH:8]=1. The catalyst class is: 33. (3) Reactant: O=[CH:2][CH2:3][N:4]1[C:12]2[C:7](=[CH:8][CH:9]=[C:10]([NH:13][C:14](=[O:29])[CH2:15][C:16]3[CH:21]=[CH:20][C:19]([O:22][C:23]4[CH:28]=[CH:27][CH:26]=[CH:25][CH:24]=4)=[CH:18][CH:17]=3)[CH:11]=2)[CH:6]=[N:5]1.[CH:30]1([NH2:35])[CH2:34][CH2:33][CH2:32][CH2:31]1.[BH3-]C#N.[Na+]. Product: [CH:30]1([NH:35][CH2:2][CH2:3][N:4]2[C:12]3[C:7](=[CH:8][CH:9]=[C:10]([NH:13][C:14](=[O:29])[CH2:15][C:16]4[CH:17]=[CH:18][C:19]([O:22][C:23]5[CH:24]=[CH:25][CH:26]=[CH:27][CH:28]=5)=[CH:20][CH:21]=4)[CH:11]=3)[CH:6]=[N:5]2)[CH2:34][CH2:33][CH2:32][CH2:31]1. The catalyst class is: 56. (4) Reactant: C[O:2][C:3]([C:5]1[CH:10]=[CH:9][C:8]([C:11]2[CH:16]=[CH:15][C:14]([C:17](=[O:30])[NH:18][C@H:19]([C:24](=[O:29])[NH:25][CH2:26][C:27]#[N:28])[CH2:20][CH:21]([CH3:23])[CH3:22])=[CH:13][CH:12]=2)=[C:7]([Cl:31])[CH:6]=1)=[O:4].[F-].C([N+](CCCC)(CCCC)CCCC)CCC. Product: [Cl:31][C:7]1[CH:6]=[C:5]([C:3]([OH:4])=[O:2])[CH:10]=[CH:9][C:8]=1[C:11]1[CH:12]=[CH:13][C:14]([C:17](=[O:30])[NH:18][C@H:19]([C:24](=[O:29])[NH:25][CH2:26][C:27]#[N:28])[CH2:20][CH:21]([CH3:22])[CH3:23])=[CH:15][CH:16]=1. The catalyst class is: 13. (5) Reactant: [F:1][C:2]1([F:33])[O:6][C:5]2[CH:7]=[CH:8][C:9]([C:11]3([C:14]([NH:16][C@@H:17]4[CH2:22][CH2:21][O:20][C@@H:19]([C:23]5[CH:24]=[C:25]([CH:30]=[CH:31][CH:32]=5)[C:26]([O:28]C)=[O:27])[CH2:18]4)=[O:15])[CH2:13][CH2:12]3)=[CH:10][C:4]=2[O:3]1.[OH-].[Na+]. The catalyst class is: 8. Product: [F:33][C:2]1([F:1])[O:6][C:5]2[CH:7]=[CH:8][C:9]([C:11]3([C:14]([NH:16][C@@H:17]4[CH2:22][CH2:21][O:20][C@@H:19]([C:23]5[CH:24]=[C:25]([CH:30]=[CH:31][CH:32]=5)[C:26]([OH:28])=[O:27])[CH2:18]4)=[O:15])[CH2:13][CH2:12]3)=[CH:10][C:4]=2[O:3]1. (6) Reactant: [CH3:1][O:2][C:3]1[CH:4]=[C:5]([C:13]2[CH:18]=[C:17]([CH2:19][N:20]3C(=O)C4=CC=CC=C4C3=O)[CH:16]=[CH:15][N:14]=2)[CH:6]=[C:7]([O:11][CH3:12])[C:8]=1[O:9][CH3:10].O.NN. Product: [NH2:20][CH2:19][C:17]1[CH:16]=[CH:15][N:14]=[C:13]([C:5]2[CH:6]=[C:7]([O:11][CH3:12])[C:8]([O:9][CH3:10])=[C:3]([O:2][CH3:1])[CH:4]=2)[CH:18]=1. The catalyst class is: 8. (7) Reactant: [Cl:1][C:2]1[CH:11]=[C:10]([F:12])[C:5]([C:6]([O:8]C)=[O:7])=[C:4]([NH:13]C(OC(C)(C)C)=O)[CH:3]=1. Product: [NH2:13][C:4]1[CH:3]=[C:2]([Cl:1])[CH:11]=[C:10]([F:12])[C:5]=1[C:6]([OH:8])=[O:7]. The catalyst class is: 557. (8) Reactant: [F:1][C:2]1[CH:3]=[C:4]([N:12]=[C:13]=[O:14])[CH:5]=[C:6]([C:8]([F:11])([F:10])[F:9])[CH:7]=1.[C:15]([NH:18][C:19]1[NH:20][CH:21]=[C:22]([C:27]2[CH:32]=[CH:31][C:30]([NH2:33])=[CH:29][CH:28]=2)[C:23]=1[C:24]([NH2:26])=[O:25])(=[O:17])[CH3:16]. Product: [C:15]([NH:18][C:19]1[NH:20][CH:21]=[C:22]([C:27]2[CH:32]=[CH:31][C:30]([NH:33][C:13]([NH:12][C:4]3[CH:5]=[C:6]([C:8]([F:10])([F:11])[F:9])[CH:7]=[C:2]([F:1])[CH:3]=3)=[O:14])=[CH:29][CH:28]=2)[C:23]=1[C:24]([NH2:26])=[O:25])(=[O:17])[CH3:16]. The catalyst class is: 7. (9) Reactant: [CH:1]1([N:6]2[C:14]3[C:13]([C:15]#[N:16])=[CH:12][N:11]=[C:10]([O:17][CH3:18])[C:9]=3[C:8]([C:19]3[CH:20]=[N:21][NH:22][CH:23]=3)=[CH:7]2)[CH2:5][CH2:4][CH2:3][CH2:2]1.[H-].[Na+].Br[CH2:27][C:28]#[N:29].O. Product: [C:28]([CH2:27][N:21]1[CH:20]=[C:19]([C:8]2[C:9]3[C:10]([O:17][CH3:18])=[N:11][CH:12]=[C:13]([C:15]#[N:16])[C:14]=3[N:6]([CH:1]3[CH2:5][CH2:4][CH2:3][CH2:2]3)[CH:7]=2)[CH:23]=[N:22]1)#[N:29]. The catalyst class is: 1. (10) Reactant: [OH:1][C:2]1[CH:3]=[C:4](/[CH:12]=[CH:13]/[C:14]([O:16]CC)=[O:15])[CH:5]=[CH:6][C:7]=1[C:8]([OH:11])([CH3:10])[CH3:9].O.[Li+].[OH-]. Product: [OH:1][C:2]1[CH:3]=[C:4](/[CH:12]=[CH:13]/[C:14]([OH:16])=[O:15])[CH:5]=[CH:6][C:7]=1[C:8]([OH:11])([CH3:9])[CH3:10]. The catalyst class is: 1.